Dataset: Full USPTO retrosynthesis dataset with 1.9M reactions from patents (1976-2016). Task: Predict the reactants needed to synthesize the given product. (1) Given the product [CH2:19]([O:21][C:22](=[O:25])[CH2:23][NH:1][CH2:2][C:3]1([NH:9][C:10]2[CH:11]=[C:12]3[C:16](=[CH:17][CH:18]=2)[NH:15][N:14]=[CH:13]3)[CH2:4][CH2:5][CH2:6][CH2:7][CH2:8]1)[CH3:20], predict the reactants needed to synthesize it. The reactants are: [NH2:1][CH2:2][C:3]1([NH:9][C:10]2[CH:11]=[C:12]3[C:16](=[CH:17][CH:18]=2)[NH:15][N:14]=[CH:13]3)[CH2:8][CH2:7][CH2:6][CH2:5][CH2:4]1.[CH2:19]([O:21][C:22](=[O:25])[CH2:23]Br)[CH3:20].CCN(CC)CC. (2) Given the product [CH2:24]([O:23][C:21](=[O:22])[CH2:20][N:18]1[C:14]2[C:13]3[CH:12]=[C:11]([CH3:16])[CH:10]=[CH:9][C:8]=3[O:7][CH2:6][C:5]=2[CH:4]=[N:2]1)[CH3:25], predict the reactants needed to synthesize it. The reactants are: C[N:2]([CH:4]=[C:5]1[C:14](=O)[C:13]2[C:8](=[CH:9][CH:10]=[C:11]([CH3:16])[CH:12]=2)[O:7][CH2:6]1)C.Cl.[NH:18]([CH2:20][C:21]([O:23][CH2:24][CH3:25])=[O:22])N.C(O)(=O)C. (3) Given the product [CH3:10][C:9]([OH:1])([CH2:11][CH2:12][CH2:6][CH2:26][CH3:32])[CH2:8][CH2:7][S:25][C:24]1[N:20]([C:14]2[CH:15]=[CH:16][CH:17]=[CH:18][CH:19]=2)[N:21]=[N:22][N:23]=1, predict the reactants needed to synthesize it. The reactants are: [OH-:1].[Na+].S(Cl)([C:6]1[CH:12]=[CH:11][C:9]([CH3:10])=[CH:8][CH:7]=1)(=O)=O.[C:14]1([N:20]2[C:24]([SH:25])=[N:23][N:22]=[N:21]2)[CH:19]=[CH:18][CH:17]=[CH:16][CH:15]=1.[C:26]1([CH3:32])C=CC=CC=1. (4) Given the product [CH3:37][C:32]1[C:31]([CH:2]([C:3]2[O:4][C:5]3[CH:11]=[CH:10][C:9]([CH2:12][C:13]([NH:15][CH:16]([C:23]4[CH:28]=[CH:27][C:26]([CH3:29])=[CH:25][C:24]=4[CH3:30])[C:17]4[CH:18]=[CH:19][CH:20]=[CH:21][CH:22]=4)=[O:14])=[CH:8][C:6]=3[CH:7]=2)[N:39]2[CH2:42][CH:41]([C:43]([O:45][CH3:46])=[O:44])[CH2:40]2)=[C:35]([CH3:36])[O:34][N:33]=1, predict the reactants needed to synthesize it. The reactants are: Cl[CH:2]([C:31]1[C:32]([CH3:37])=[N:33][O:34][C:35]=1[CH3:36])[C:3]1[O:4][C:5]2[CH:11]=[CH:10][C:9]([CH2:12][C:13]([NH:15][CH:16]([C:23]3[CH:28]=[CH:27][C:26]([CH3:29])=[CH:25][C:24]=3[CH3:30])[C:17]3[CH:22]=[CH:21][CH:20]=[CH:19][CH:18]=3)=[O:14])=[CH:8][C:6]=2[CH:7]=1.Cl.[NH:39]1[CH2:42][CH:41]([C:43]([O:45][CH3:46])=[O:44])[CH2:40]1.C([O-])([O-])=O.[K+].[K+].O. (5) Given the product [CH3:2][O:3][C:4]1[C:9]2[N:10]=[C:11]([C:13]3[NH:22][C:16]4[CH2:17][CH2:18][N:19]([C:38](=[O:43])[C:39]([CH3:42])([CH3:41])[CH3:40])[CH2:20][CH2:21][C:15]=4[N:14]=3)[S:12][C:8]=2[C:7]([N:23]2[CH2:24][CH2:25][O:26][CH2:27][CH2:28]2)=[CH:6][CH:5]=1, predict the reactants needed to synthesize it. The reactants are: Cl.[CH3:2][O:3][C:4]1[C:9]2[N:10]=[C:11]([C:13]3[NH:22][C:16]4[CH2:17][CH2:18][NH:19][CH2:20][CH2:21][C:15]=4[N:14]=3)[S:12][C:8]=2[C:7]([N:23]2[CH2:28][CH2:27][O:26][CH2:25][CH2:24]2)=[CH:6][CH:5]=1.C(N(C(C)C)C(C)C)C.[C:38](Cl)(=[O:43])[C:39]([CH3:42])([CH3:41])[CH3:40]. (6) Given the product [Br:3][C:4]1[CH:9]=[CH:8][N:7]=[C:6]2[N:10]([CH3:14])[C:11]([CH3:13])=[CH:12][C:5]=12, predict the reactants needed to synthesize it. The reactants are: [H-].[Na+].[Br:3][C:4]1[CH:9]=[CH:8][N:7]=[C:6]2[NH:10][C:11]([CH3:13])=[CH:12][C:5]=12.[CH3:14]I.